Dataset: Full USPTO retrosynthesis dataset with 1.9M reactions from patents (1976-2016). Task: Predict the reactants needed to synthesize the given product. Given the product [NH:23]1[C:24]2[C:29](=[CH:28][CH:27]=[CH:26][CH:25]=2)[C:21]([CH2:20][N:16]2[CH2:17][CH2:18][CH2:19][C:12]3([CH2:11][N:10]([C:5]4[N:4]=[C:3]([O:2][CH3:1])[CH:8]=[C:7]([CH3:9])[N:6]=4)[CH2:14][CH2:13]3)[C:15]2=[O:40])=[CH:22]1, predict the reactants needed to synthesize it. The reactants are: [CH3:1][O:2][C:3]1[CH:8]=[C:7]([CH3:9])[N:6]=[C:5]([N:10]2[CH2:14][CH2:13][C:12]3([CH2:19][CH2:18][CH2:17][N:16]([CH2:20][C:21]4[C:29]5[C:24](=[CH:25][CH:26]=[CH:27][CH:28]=5)[N:23](S(C5C=CC(C)=CC=5)(=O)=O)[CH:22]=4)[C:15]3=[O:40])[CH2:11]2)[N:4]=1.C(=O)([O-])[O-].[Cs+].[Cs+].CCOC(C)=O.